Dataset: Experimentally validated miRNA-target interactions with 360,000+ pairs, plus equal number of negative samples. Task: Binary Classification. Given a miRNA mature sequence and a target amino acid sequence, predict their likelihood of interaction. (1) The miRNA is hsa-miR-2277-3p with sequence UGACAGCGCCCUGCCUGGCUC. Result: 0 (no interaction). The protein sequence of the target gene is MGKLRPGRVEWLASGHTERPHLFQNLLLFLWALLNCGLGVSAQGPGEWTPWVSWTRCSSSCGRGVSVRSRRCLRLPGEEPCWGDSHEYRLCQLPDCPPGAVPFRDLQCALYNGRPVLGTQKTYQWVPFHGAPNQCDLNCLAEGHAFYHSFGRVLDGTACSPGAQGVCVAGRCLSAGCDGLLGSGALEDRCGRCGGANDSCLFVQRVFRDAGAFAGYWNVTLIPEGARHIRVEHRSRNHLALMGGDGRYVLNGHWVVSPPGTYEAAGTHVVYTRDTGPQETLQAAGPTSHDLLLQVLLQEP.... (2) The miRNA is hsa-miR-6507-5p with sequence GAAGAAUAGGAGGGACUUUGU. The protein sequence of the target gene is MRLEWAPLLLLLLLLSASCLSLAADSPAAAPAQDKTRQPQAAAAAAEPDQPQGEETRERGHLQPLAGQRRSGGLVQNIDQLYSGGGKVGYLVYAGGRRFLLDLERDDTVGAAGSIVTAGGGLSASSGHRGHCFYRGTVDGSPRSLAVFDLCGGLDGFFAVKHARYTLKPLLRGSWAEYERIYGDGSSRILHVYNREGFSFEALPPRASCETPASPSGPQESPSVHSRSRRRSALAPQLLDHSAFSPSGNAGPQTWWRRRRRSISRARQVELLLVADSSMARMYGRGLQHYLLTLASIANR.... Result: 0 (no interaction).